This data is from NCI-60 drug combinations with 297,098 pairs across 59 cell lines. The task is: Regression. Given two drug SMILES strings and cell line genomic features, predict the synergy score measuring deviation from expected non-interaction effect. Drug 1: CC1OCC2C(O1)C(C(C(O2)OC3C4COC(=O)C4C(C5=CC6=C(C=C35)OCO6)C7=CC(=C(C(=C7)OC)O)OC)O)O. Drug 2: CNC(=O)C1=NC=CC(=C1)OC2=CC=C(C=C2)NC(=O)NC3=CC(=C(C=C3)Cl)C(F)(F)F. Cell line: HL-60(TB). Synergy scores: CSS=63.3, Synergy_ZIP=1.63, Synergy_Bliss=1.93, Synergy_Loewe=-3.39, Synergy_HSA=3.30.